From a dataset of Forward reaction prediction with 1.9M reactions from USPTO patents (1976-2016). Predict the product of the given reaction. Given the reactants N1([C:6]([N:8]2[CH2:12][CH:11]=[N:10]C2)=[S:7])CC=NC1.N1C=CN=C1.[Cl:18][C:19]1[C:24]([S:25][CH3:26])=[C:23]([N:27]2[CH2:32][CH2:31][O:30][CH2:29][CH2:28]2)[N:22]=[C:21]([C:33]2[CH:38]=[CH:37][C:36]([NH2:39])=[CH:35][CH:34]=2)[N:20]=1.[C:40]1(N)[C:41](N)=CC=[CH:44][CH:45]=1, predict the reaction product. The product is: [NH2:10][C:11]1[CH:44]=[CH:45][CH:40]=[CH:41][C:12]=1[NH:8][C:6]([NH:39][C:36]1[CH:37]=[CH:38][C:33]([C:21]2[N:20]=[C:19]([Cl:18])[C:24]([S:25][CH3:26])=[C:23]([N:27]3[CH2:32][CH2:31][O:30][CH2:29][CH2:28]3)[N:22]=2)=[CH:34][CH:35]=1)=[S:7].